Dataset: Full USPTO retrosynthesis dataset with 1.9M reactions from patents (1976-2016). Task: Predict the reactants needed to synthesize the given product. (1) Given the product [CH3:29][S:27][C:25]([N:21]1[CH2:20][CH2:19][C:18]2[C:23](=[CH:24][C:15]([O:14][CH2:13][CH:10]3[CH2:9][CH2:8][N:7]([C:4]4[CH:5]=[CH:6][N:1]=[CH:2][CH:3]=4)[CH2:12][CH2:11]3)=[CH:16][CH:17]=2)[CH2:22]1)=[NH:26], predict the reactants needed to synthesize it. The reactants are: [N:1]1[CH:6]=[CH:5][C:4]([N:7]2[CH2:12][CH2:11][CH:10]([CH2:13][O:14][C:15]3[CH:24]=[C:23]4[C:18]([CH2:19][CH2:20][N:21]([C:25](=[S:27])[NH2:26])[CH2:22]4)=[CH:17][CH:16]=3)[CH2:9][CH2:8]2)=[CH:3][CH:2]=1.Cl.[CH2:29](O)C.CI. (2) Given the product [NH:31]1[C:32]2[C:28](=[C:27]([C:2]#[C:1][C:3]3[N:7]4[N:8]=[C:9]([C:12]5[CH:13]=[CH:14][C:15]([C:18]([N:20]6[CH2:21][CH2:22][O:23][CH2:24][CH2:25]6)=[O:19])=[CH:16][CH:17]=5)[CH:10]=[CH:11][C:6]4=[N:5][CH:4]=3)[CH:35]=[CH:34][CH:33]=2)[CH:29]=[CH:30]1, predict the reactants needed to synthesize it. The reactants are: [C:1]([C:3]1[N:7]2[N:8]=[C:9]([C:12]3[CH:17]=[CH:16][C:15]([C:18]([N:20]4[CH2:25][CH2:24][O:23][CH2:22][CH2:21]4)=[O:19])=[CH:14][CH:13]=3)[CH:10]=[CH:11][C:6]2=[N:5][CH:4]=1)#[CH:2].Br[C:27]1[CH:35]=[CH:34][CH:33]=[C:32]2[C:28]=1[CH:29]=[CH:30][NH:31]2. (3) Given the product [CH3:20][O:19][C:16]1[CH:17]=[CH:18][C:13]([CH2:12][NH:11][C:9]2[S:10][C:4]3[C:5](=[N:6][CH:7]=[C:2]([N:39]4[CH2:44][CH2:43][O:42][CH2:41][CH2:40]4)[CH:3]=3)[C:8]=2[C:21]([O:23][CH2:24][CH3:25])=[O:22])=[CH:14][CH:15]=1, predict the reactants needed to synthesize it. The reactants are: Br[C:2]1[CH:3]=[C:4]2[S:10][C:9]([NH:11][CH2:12][C:13]3[CH:18]=[CH:17][C:16]([O:19][CH3:20])=[CH:15][CH:14]=3)=[C:8]([C:21]([O:23][CH2:24][CH3:25])=[O:22])[C:5]2=[N:6][CH:7]=1.C([O-])([O-])=O.[Cs+].[Cs+].C1(C)C=CC=CC=1.[NH:39]1[CH2:44][CH2:43][O:42][CH2:41][CH2:40]1. (4) Given the product [Br:16][C:6]1[CH:8]=[CH:9][CH:10]=[CH:11][C:5]=1[C:1]([CH3:4])([CH3:3])[CH3:2], predict the reactants needed to synthesize it. The reactants are: [C:1]([C:5]1[CH:11]=[CH:10][CH:9]=[CH:8][C:6]=1N)([CH3:4])([CH3:3])[CH3:2].N([O-])=O.[Na+].[BrH:16]. (5) Given the product [N+:1]([C:4]1[CH:5]=[C:6]2[C:10](=[CH:11][CH:12]=1)[N:9]([C:14]1[CH:15]=[N:16][CH:17]=[CH:18][CH:19]=1)[CH:8]=[CH:7]2)([O-:3])=[O:2], predict the reactants needed to synthesize it. The reactants are: [N+:1]([C:4]1[CH:5]=[C:6]2[C:10](=[CH:11][CH:12]=1)[NH:9][CH:8]=[CH:7]2)([O-:3])=[O:2].Br[C:14]1[CH:15]=[N:16][CH:17]=[CH:18][CH:19]=1.C(=O)([O-])[O-].[K+].[K+]. (6) Given the product [ClH:43].[Cl:43][C:34]1[C:35]([C:39]([F:40])([F:41])[F:42])=[CH:36][CH:37]=[CH:38][C:33]=1[CH2:32][N:17]([CH2:18][CH:19]([C:20]1[CH:21]=[CH:22][CH:23]=[CH:24][CH:25]=1)[C:26]1[CH:27]=[CH:28][CH:29]=[CH:30][CH:31]=1)[CH2:16][CH2:15][CH2:14][O:13][C:9]1[CH:8]=[C:7]([N:5]([CH2:4][C:3]([OH:44])=[O:2])[CH3:6])[CH:12]=[CH:11][CH:10]=1, predict the reactants needed to synthesize it. The reactants are: C[O:2][C:3](=[O:44])[CH2:4][N:5]([C:7]1[CH:12]=[CH:11][CH:10]=[C:9]([O:13][CH2:14][CH2:15][CH2:16][N:17]([CH2:32][C:33]2[CH:38]=[CH:37][CH:36]=[C:35]([C:39]([F:42])([F:41])[F:40])[C:34]=2[Cl:43])[CH2:18][CH:19]([C:26]2[CH:31]=[CH:30][CH:29]=[CH:28][CH:27]=2)[C:20]2[CH:25]=[CH:24][CH:23]=[CH:22][CH:21]=2)[CH:8]=1)[CH3:6].COC(=O)CNC1C=CC=C(OCCCN(CC2C=CC=C(C(F)(F)F)C=2Cl)CC(C2C=CC=CC=2)C2C=CC=CC=2)C=1.